Dataset: Catalyst prediction with 721,799 reactions and 888 catalyst types from USPTO. Task: Predict which catalyst facilitates the given reaction. (1) Reactant: FC(F)(F)C(O)=O.[Br:8][C:9]1[CH:10]=[C:11]([CH:14]2[C:18]([C:21]3[CH:26]=[CH:25][C:24]([Cl:27])=[CH:23][C:22]=3[F:28])([C:19]#[N:20])[CH:17]([CH2:29][C:30]([CH3:33])([CH3:32])[CH3:31])[NH:16][CH:15]2[C:34]([OH:36])=O)[S:12][CH:13]=1.CC1(C)[O:42][C@@H:41]([CH2:43][CH2:44][NH2:45])[CH2:40][O:39]1.CN(C(ON1N=NC2C=CC=NC1=2)=[N+](C)C)C.F[P-](F)(F)(F)(F)F.CCN(C(C)C)C(C)C.Cl. Product: [OH:42][C@H:41]([CH2:40][OH:39])[CH2:43][CH2:44][NH:45][C:34]([CH:15]1[CH:14]([C:11]2[S:12][CH:13]=[C:9]([Br:8])[CH:10]=2)[C:18]([C:21]2[CH:26]=[CH:25][C:24]([Cl:27])=[CH:23][C:22]=2[F:28])([C:19]#[N:20])[CH:17]([CH2:29][C:30]([CH3:32])([CH3:33])[CH3:31])[NH:16]1)=[O:36]. The catalyst class is: 539. (2) Reactant: C[C:2]1(C)[O:6][C:5](=[CH:7][C:8]([N:10]([CH2:13][C:14]2[CH:19]=[CH:18][C:17]([F:20])=[CH:16][C:15]=2[S:21][CH3:22])[O:11][CH3:12])=[O:9])[C:4](=[O:23])[O:3]1. Product: [CH3:2][O:3][C:4](=[O:23])[C:5]([OH:6])=[CH:7][C:8](=[O:9])[N:10]([CH2:13][C:14]1[CH:19]=[CH:18][C:17]([F:20])=[CH:16][C:15]=1[S:21][CH3:22])[O:11][CH3:12]. The catalyst class is: 5. (3) Reactant: [CH3:1][O:2][C:3](=[O:15])/[CH:4]=[CH:5]/[C:6]1[CH:11]=[CH:10][CH:9]=[C:8]([CH:12]([CH3:14])[CH3:13])[CH:7]=1.[CH2:16]([N:23]([Si](C)(C)C)[CH2:24]OC)[C:17]1[CH:22]=[CH:21][CH:20]=[CH:19][CH:18]=1.F[C:32](F)(F)C(O)=O. Product: [CH3:1][O:2][C:3]([C@@H:4]1[C@H:5]([C:6]2[CH:11]=[CH:10][CH:9]=[C:8]([CH:12]([CH3:13])[CH3:14])[CH:7]=2)[CH2:24][N:23]([CH2:16][C:17]2[CH:22]=[CH:21][CH:20]=[CH:19][CH:18]=2)[CH2:32]1)=[O:15]. The catalyst class is: 11. (4) Reactant: [CH3:1][C:2]1([CH3:29])[C:10]2[C:5](=[CH:6][C:7]([N:11]([C:20]([O:22]C(C)(C)C)=O)[NH:12]C(OC(C)(C)C)=O)=[CH:8][CH:9]=2)[C:4]([CH3:28])([CH3:27])[CH2:3]1.FC(F)(F)C(O)=O.[C:37](OCC)(=O)[CH2:38][C:39](C)=O. Product: [CH3:37][C:38]1[CH2:39][C:20](=[O:22])[N:11]([C:7]2[CH:6]=[C:5]3[C:10](=[CH:9][CH:8]=2)[C:2]([CH3:29])([CH3:1])[CH2:3][C:4]3([CH3:28])[CH3:27])[N:12]=1. The catalyst class is: 15.